From a dataset of Full USPTO retrosynthesis dataset with 1.9M reactions from patents (1976-2016). Predict the reactants needed to synthesize the given product. Given the product [C@H:1]1([C:15]([OH:17])=[O:16])[CH2:4][C@H:3]([C:5]([OH:7])=[O:6])[CH2:2]1, predict the reactants needed to synthesize it. The reactants are: [C@H:1]1([C:15]([O:17]CC2C=CC=CC=2)=[O:16])[CH2:4][C@H:3]([C:5]([O:7]CC2C=CC=CC=2)=[O:6])[CH2:2]1.